This data is from Peptide-MHC class II binding affinity with 134,281 pairs from IEDB. The task is: Regression. Given a peptide amino acid sequence and an MHC pseudo amino acid sequence, predict their binding affinity value. This is MHC class II binding data. The binding affinity (normalized) is 0.510. The MHC is DRB1_0401 with pseudo-sequence DRB1_0401. The peptide sequence is KMLLDNINTPEGIIP.